From a dataset of Full USPTO retrosynthesis dataset with 1.9M reactions from patents (1976-2016). Predict the reactants needed to synthesize the given product. Given the product [Cl:11][CH:17]([CH2:18][C:2]1[CH:7]=[CH:6][C:5]([CH2:8][CH2:9][OH:10])=[CH:4][CH:3]=1)[C:16]([O:20][CH3:21])=[O:19], predict the reactants needed to synthesize it. The reactants are: N[C:2]1[CH:7]=[CH:6][C:5]([CH2:8][CH2:9][OH:10])=[CH:4][CH:3]=1.[ClH:11].N([O-])=O.[Na+].[C:16]([O:20][CH3:21])(=[O:19])[CH:17]=[CH2:18].